From a dataset of CYP1A2 inhibition data for predicting drug metabolism from PubChem BioAssay. Regression/Classification. Given a drug SMILES string, predict its absorption, distribution, metabolism, or excretion properties. Task type varies by dataset: regression for continuous measurements (e.g., permeability, clearance, half-life) or binary classification for categorical outcomes (e.g., BBB penetration, CYP inhibition). Dataset: cyp1a2_veith. (1) The compound is CCOc1c2ccc(C(=O)NCc3ccc4c(c3)OCO4)cc2nn1CCOC. The result is 0 (non-inhibitor). (2) The compound is O=C(OCc1ccc(C(=O)c2ccccc2)cc1)c1cccc(-c2nnc(-c3ccccc3)o2)c1. The result is 0 (non-inhibitor). (3) The molecule is CC(C)C[C@H](NP(=O)([O-])O[C@@H]1O[C@@H](C)[C@@H](O)[C@@H](O)[C@H]1O)C(=O)N[C@@H](Cc1c[nH]c2ccccc12)C(=O)[O-].[Na+].[Na+]. The result is 0 (non-inhibitor).